Dataset: M1 muscarinic receptor antagonist screen with 61,756 compounds. Task: Binary Classification. Given a drug SMILES string, predict its activity (active/inactive) in a high-throughput screening assay against a specified biological target. (1) The compound is S(c1n(c2c(n(c(=O)n(c2=O)C)C)n1)CC=C)CCC(O)=O. The result is 0 (inactive). (2) The compound is O=C1NC2C(NC1CC(=O)Nc1cc(ccc1)C)CCCC2. The result is 0 (inactive). (3) The result is 0 (inactive). The drug is Oc1c(C2NC(N=C(C2)c2cc(OC)ccc2)(C)C)cccc1. (4) The compound is S1CC(=O)N(CC(=O)Nc2ccc(cc2)C(O)=O)C1=O. The result is 0 (inactive). (5) The compound is S(c1n(CC)c(nn1)COc1ccccc1)Cc1ccc(cc1)C#N. The result is 0 (inactive). (6) The drug is S(=O)(=O)(N1CCCC1)c1cc(ccc1)C(=O)NC1=Nc2c(NC(=C1C(OCC)=O)CC)cccc2. The result is 1 (active).